From a dataset of Full USPTO retrosynthesis dataset with 1.9M reactions from patents (1976-2016). Predict the reactants needed to synthesize the given product. (1) The reactants are: Cl[C:2]1[N:7]=[C:6]([Cl:8])[N:5]=[C:4]([O:9][CH2:10][CH:11]2[CH2:13][CH2:12]2)[N:3]=1.Cl.[NH:15]1[CH2:20][CH2:19][CH:18]([C:21]2[C:29]3[C:24](=[N:25][CH:26]=[CH:27][CH:28]=3)[NH:23][N:22]=2)[CH2:17][CH2:16]1.CCN(C(C)C)C(C)C. Given the product [Cl:8][C:6]1[N:5]=[C:4]([O:9][CH2:10][CH:11]2[CH2:13][CH2:12]2)[N:3]=[C:2]([N:15]2[CH2:16][CH2:17][CH:18]([C:21]3[C:29]4[C:24](=[N:25][CH:26]=[CH:27][CH:28]=4)[NH:23][N:22]=3)[CH2:19][CH2:20]2)[N:7]=1, predict the reactants needed to synthesize it. (2) Given the product [C:23]([O:27][C:28]([N:30]1[CH2:35][CH2:34][C:33]([CH:38]2[CH2:39][CH2:40][CH2:41][CH2:42][CH2:43]2)([CH:36]=[CH:5][C:3]([O:2][CH3:1])=[O:4])[CH2:32][CH2:31]1)=[O:29])([CH3:24])([CH3:25])[CH3:26], predict the reactants needed to synthesize it. The reactants are: [CH3:1][O:2][C:3]([CH2:5]P(OC)(OC)=O)=[O:4].[Cl-].[Li+].N12CN=CC1CCCC2.[C:23]([O:27][C:28]([N:30]1[CH2:35][CH2:34][C:33]([CH:38]2[CH2:43][CH2:42][CH2:41][CH2:40][CH2:39]2)([CH:36]=O)[CH2:32][CH2:31]1)=[O:29])([CH3:26])([CH3:25])[CH3:24]. (3) Given the product [C:1]([O:4][CH2:5][CH2:6][O:7][C:8]1[CH:13]=[CH:12][C:11]([C:14]([N:16]2[C:22]3[CH:23]=[CH:24][CH:25]=[CH:26][C:21]=3[CH2:20][N:19]([CH2:27][CH2:28][N:29]([CH2:30][CH2:31][O:32][CH3:33])[CH3:39])[C:18](=[O:34])[CH2:17]2)=[O:15])=[C:10]([Cl:35])[CH:9]=1)(=[O:3])[CH3:2], predict the reactants needed to synthesize it. The reactants are: [C:1]([O:4][CH2:5][CH2:6][O:7][C:8]1[CH:13]=[CH:12][C:11]([C:14]([N:16]2[C:22]3[CH:23]=[CH:24][CH:25]=[CH:26][C:21]=3[CH2:20][N:19]([CH2:27][CH2:28][NH:29][CH2:30][CH2:31][O:32][CH3:33])[C:18](=[O:34])[CH2:17]2)=[O:15])=[C:10]([Cl:35])[CH:9]=1)(=[O:3])[CH3:2].[H-].[Na+].I[CH3:39]. (4) Given the product [C:11]([O:15][C:16]([N:1]1[C:9]2[C:4](=[CH:5][C:6]([OH:10])=[CH:7][CH:8]=2)[CH2:3][CH2:2]1)=[O:17])([CH3:14])([CH3:13])[CH3:12], predict the reactants needed to synthesize it. The reactants are: [NH:1]1[C:9]2[C:4](=[CH:5][C:6]([OH:10])=[CH:7][CH:8]=2)[CH2:3][CH2:2]1.[C:11]([O:15][C:16](O[C:16]([O:15][C:11]([CH3:14])([CH3:13])[CH3:12])=[O:17])=[O:17])([CH3:14])([CH3:13])[CH3:12].C(Cl)(Cl)Cl.C(=O)(O)[O-].[Na+].